Dataset: Peptide-MHC class I binding affinity with 185,985 pairs from IEDB/IMGT. Task: Regression. Given a peptide amino acid sequence and an MHC pseudo amino acid sequence, predict their binding affinity value. This is MHC class I binding data. (1) The peptide sequence is RGFAAPQF. The MHC is Mamu-B03 with pseudo-sequence Mamu-B03. The binding affinity (normalized) is 0.214. (2) The peptide sequence is FDDVQAPNY. The MHC is HLA-A26:01 with pseudo-sequence HLA-A26:01. The binding affinity (normalized) is 0.185. (3) The peptide sequence is QLKQRDALF. The MHC is HLA-B15:09 with pseudo-sequence HLA-B15:09. The binding affinity (normalized) is 0.0847. (4) The peptide sequence is KSVGVERTM. The MHC is HLA-A02:12 with pseudo-sequence HLA-A02:12. The binding affinity (normalized) is 0.0847. (5) The peptide sequence is RAENRTYIYW. The MHC is Mamu-B52 with pseudo-sequence Mamu-B52. The binding affinity (normalized) is 0.611.